Dataset: NCI-60 drug combinations with 297,098 pairs across 59 cell lines. Task: Regression. Given two drug SMILES strings and cell line genomic features, predict the synergy score measuring deviation from expected non-interaction effect. (1) Drug 1: CC1=C(C=C(C=C1)NC2=NC=CC(=N2)N(C)C3=CC4=NN(C(=C4C=C3)C)C)S(=O)(=O)N.Cl. Drug 2: C1CNP(=O)(OC1)N(CCCl)CCCl. Cell line: NCI-H460. Synergy scores: CSS=5.15, Synergy_ZIP=3.32, Synergy_Bliss=2.08, Synergy_Loewe=-0.319, Synergy_HSA=-1.02. (2) Drug 1: CC1=C(C(CCC1)(C)C)C=CC(=CC=CC(=CC(=O)O)C)C. Drug 2: C1=CC=C(C(=C1)C(C2=CC=C(C=C2)Cl)C(Cl)Cl)Cl. Cell line: HCT-15. Synergy scores: CSS=10.2, Synergy_ZIP=7.52, Synergy_Bliss=11.3, Synergy_Loewe=10.7, Synergy_HSA=6.61. (3) Drug 1: C1CCN(CC1)CCOC2=CC=C(C=C2)C(=O)C3=C(SC4=C3C=CC(=C4)O)C5=CC=C(C=C5)O. Drug 2: CC1CCC2CC(C(=CC=CC=CC(CC(C(=O)C(C(C(=CC(C(=O)CC(OC(=O)C3CCCCN3C(=O)C(=O)C1(O2)O)C(C)CC4CCC(C(C4)OC)O)C)C)O)OC)C)C)C)OC. Cell line: NCI/ADR-RES. Synergy scores: CSS=12.2, Synergy_ZIP=-0.0240, Synergy_Bliss=3.20, Synergy_Loewe=-61.8, Synergy_HSA=0.0962. (4) Drug 1: CC12CCC3C(C1CCC2=O)CC(=C)C4=CC(=O)C=CC34C. Drug 2: CC1CCC2CC(C(=CC=CC=CC(CC(C(=O)C(C(C(=CC(C(=O)CC(OC(=O)C3CCCCN3C(=O)C(=O)C1(O2)O)C(C)CC4CCC(C(C4)OC)O)C)C)O)OC)C)C)C)OC. Cell line: OVCAR-4. Synergy scores: CSS=27.8, Synergy_ZIP=-5.37, Synergy_Bliss=-5.35, Synergy_Loewe=-5.40, Synergy_HSA=-3.67. (5) Drug 1: COC1=C2C(=CC3=C1OC=C3)C=CC(=O)O2. Drug 2: CC1C(C(CC(O1)OC2CC(CC3=C2C(=C4C(=C3O)C(=O)C5=C(C4=O)C(=CC=C5)OC)O)(C(=O)CO)O)N)O.Cl. Cell line: NCI-H522. Synergy scores: CSS=63.4, Synergy_ZIP=4.88, Synergy_Bliss=5.37, Synergy_Loewe=-4.78, Synergy_HSA=7.77.